This data is from Forward reaction prediction with 1.9M reactions from USPTO patents (1976-2016). The task is: Predict the product of the given reaction. Given the reactants Br[C:2]1[C:3]2[N:4]([N:9]=[C:10]([NH2:12])[N:11]=2)[CH:5]=[C:6]([CH3:8])[CH:7]=1.[F:13][C:14]1[CH:19]=[CH:18][C:17](B(O)O)=[CH:16][CH:15]=1.C([O-])([O-])=O.[Na+].[Na+], predict the reaction product. The product is: [F:13][C:14]1[CH:19]=[CH:18][C:17]([C:2]2[C:3]3[N:4]([N:9]=[C:10]([NH2:12])[N:11]=3)[CH:5]=[C:6]([CH3:8])[CH:7]=2)=[CH:16][CH:15]=1.